The task is: Predict which catalyst facilitates the given reaction.. This data is from Catalyst prediction with 721,799 reactions and 888 catalyst types from USPTO. Reactant: [C-:1]#[N:2].[K+].CS(O[CH2:9][CH2:10][CH:11]([C:25]1[CH:30]=[CH:29][C:28]([Cl:31])=[CH:27][CH:26]=1)[C:12]1[C:20]2[C:15](=[C:16]([CH2:22][S:23][CH3:24])[C:17]([F:21])=[CH:18][CH:19]=2)[NH:14][CH:13]=1)(=O)=O.C(OCC)(=O)C. Product: [Cl:31][C:28]1[CH:27]=[CH:26][C:25]([CH:11]([C:12]2[C:20]3[C:15](=[C:16]([CH2:22][S:23][CH3:24])[C:17]([F:21])=[CH:18][CH:19]=3)[NH:14][CH:13]=2)[CH2:10][CH2:9][C:1]#[N:2])=[CH:30][CH:29]=1. The catalyst class is: 3.